From a dataset of Forward reaction prediction with 1.9M reactions from USPTO patents (1976-2016). Predict the product of the given reaction. (1) Given the reactants [CH2:1]([C:3]1([C:9]([O:11]CC2C=CC=CC=2)=[O:10])[CH2:6][C:5]([F:8])([F:7])[CH2:4]1)[CH3:2].[OH-].[Na+], predict the reaction product. The product is: [CH2:1]([C:3]1([C:9]([OH:11])=[O:10])[CH2:4][C:5]([F:7])([F:8])[CH2:6]1)[CH3:2]. (2) Given the reactants Cl.[CH3:2][C:3]([CH3:37])([CH2:35][CH3:36])[CH2:4][C:5]1[N:6]=[C:7]([C:16]([OH:34])([CH3:33])[CH2:17][C:18]2[CH:23]=[CH:22][C:21]([C:24]3[CH:29]=[CH:28][CH:27]=[CH:26][C:25]=3[S:30]([CH3:32])=[O:31])=[CH:20][CH:19]=2)[N:8](S(N(C)C)(=O)=O)[CH:9]=1, predict the reaction product. The product is: [CH3:2][C:3]([CH3:37])([CH2:35][CH3:36])[CH2:4][C:5]1[N:6]=[C:7]([C:16]([OH:34])([CH3:33])[CH2:17][C:18]2[CH:23]=[CH:22][C:21]([C:24]3[CH:29]=[CH:28][CH:27]=[CH:26][C:25]=3[S:30]([CH3:32])=[O:31])=[CH:20][CH:19]=2)[NH:8][CH:9]=1. (3) Given the reactants [NH2:1][CH2:2][C:3]1[N:8]=[CH:7][C:6]([NH:9][C:10]2[C:15]([C:16]([F:19])([F:18])[F:17])=[CH:14][CH:13]=[CH:12][C:11]=2[F:20])=[CH:5][C:4]=1[F:21].[N:22]1[CH:27]=[C:26]([C:28]([NH:30][C:31]2([C:34](O)=[O:35])[CH2:33][CH2:32]2)=[O:29])[CH:25]=[N:24][CH:23]=1, predict the reaction product. The product is: [F:21][C:4]1[C:3]([CH2:2][NH:1][C:34]([C:31]2([NH:30][C:28]([C:26]3[CH:25]=[N:24][CH:23]=[N:22][CH:27]=3)=[O:29])[CH2:33][CH2:32]2)=[O:35])=[N:8][CH:7]=[C:6]([NH:9][C:10]2[C:15]([C:16]([F:19])([F:17])[F:18])=[CH:14][CH:13]=[CH:12][C:11]=2[F:20])[CH:5]=1.